This data is from Forward reaction prediction with 1.9M reactions from USPTO patents (1976-2016). The task is: Predict the product of the given reaction. (1) Given the reactants [CH3:1][C:2]1[C:7]([S:8]([CH3:11])(=[O:10])=[O:9])=[CH:6][CH:5]=[CH:4][C:3]=1[CH:12]1[CH2:17][CH2:16][NH:15][CH2:14][CH2:13]1.[C:18](=O)([O-])[O-:19].[K+].[K+].C(Br)[CH:25]=[CH2:26], predict the reaction product. The product is: [CH3:18][O:19][CH2:25][CH2:26][N:15]1[CH2:16][CH2:17][CH:12]([C:3]2[CH:4]=[CH:5][CH:6]=[C:7]([S:8]([CH3:11])(=[O:10])=[O:9])[C:2]=2[CH3:1])[CH2:13][CH2:14]1. (2) Given the reactants [O:1]=[CH:2][C:3]1[CH:11]=[CH:10][C:8](O)=[C:5]([O:6][CH3:7])[CH:4]=1.[CH3:12][N:13]([CH3:18])[S:14](Cl)(=[O:16])=[O:15].CCOC(C)=O.CCCCCC, predict the reaction product. The product is: [CH3:12][N:13]([CH3:18])[S:14]([C:8]1[CH:10]=[CH:11][C:3]([CH:2]=[O:1])=[CH:4][C:5]=1[O:6][CH3:7])(=[O:16])=[O:15]. (3) Given the reactants [CH:1]12CC(CC1)C=[CH:2]2.C[Al](C)C.C=C.C[C:15]1[C:20]2CO[C:23](=O)[C:19]=2[C:18](O[C@@H]2O[C@H](C(O)=O)[C@@H](O)[C@H](O)[C@H]2O)=[C:17](C/C=C(/CCC(O)=O)\C)[C:16]=1OC.Cl, predict the reaction product. The product is: [CH2:1]=[CH2:2].[CH:16]12[CH2:23][CH:19]([CH2:20][CH2:15]1)[CH:18]=[CH:17]2. (4) Given the reactants [C:1]([O:4][CH2:5][O:6][C:7]1[C:8]([C:15]([NH:17][C@H:18]2[CH2:26][O:25][C:24](=[O:27])[C@H:23]([CH2:28][C:29]3[CH:34]=[CH:33][CH:32]=[CH:31][CH:30]=3)[C@@H:22]([O:35][CH2:36][C:37]([CH3:39])=[CH2:38])[C@H:21]([CH3:40])[O:20][C:19]2=[O:41])=[O:16])=[N:9][CH:10]=[CH:11][C:12]=1[O:13][CH3:14])(=[O:3])[CH3:2].[H][H], predict the reaction product. The product is: [C:1]([O:4][CH2:5][O:6][C:7]1[C:8]([C:15]([NH:17][C@H:18]2[CH2:26][O:25][C:24](=[O:27])[C@H:23]([CH2:28][C:29]3[CH:30]=[CH:31][CH:32]=[CH:33][CH:34]=3)[C@@H:22]([O:35][CH2:36][CH:37]([CH3:38])[CH3:39])[C@H:21]([CH3:40])[O:20][C:19]2=[O:41])=[O:16])=[N:9][CH:10]=[CH:11][C:12]=1[O:13][CH3:14])(=[O:3])[CH3:2]. (5) Given the reactants [N:1]([CH:4]1[CH2:10][CH2:9][CH:8]([C:11]2[N:15]([CH3:16])[N:14]=[CH:13][C:12]=2[N+:17]([O-:19])=[O:18])[O:7][CH2:6][CH:5]1[OH:20])=[N+:2]=[N-:3].[H-].[Na+].[CH3:23]I, predict the reaction product. The product is: [N:1]([CH:4]1[CH:5]([O:20][CH3:23])[CH2:6][O:7][CH:8]([C:11]2[N:15]([CH3:16])[N:14]=[CH:13][C:12]=2[N+:17]([O-:19])=[O:18])[CH2:9][CH2:10]1)=[N+:2]=[N-:3]. (6) Given the reactants [CH3:1][CH:2]([CH3:4])[O-:3].[Yb+3:5].[CH3:6][CH:7]([CH3:9])[O-:8].[CH3:10][CH:11]([CH3:13])[O-:12].[CH3:14][O:15][CH2:16][CH2:17]O, predict the reaction product. The product is: [CH3:1][CH:2]([CH3:4])[O-:3].[Yb+3:5].[CH3:6][CH:7]([CH3:9])[O-:8].[CH3:10][CH:11]([CH3:13])[O-:12].[CH3:14][O:15][CH:16]([CH3:17])[O-:3].[Yb+3:5].[CH3:14][O:15][CH:16]([CH3:17])[O-:3].[CH3:14][O:15][CH:16]([CH3:17])[O-:3]. (7) Given the reactants [F:1][C:2]1[CH:3]=[C:4]([CH:36]=[CH:37][C:38]=1[OH:39])[C:5]([N:7]([CH:33]([CH3:35])[CH3:34])[C:8]1[CH:13]=[C:12]([O:14][CH3:15])[CH:11]=[CH:10][C:9]=1[C@@H:16]1[CH2:25][CH2:24][C:23]2[CH:22]=[C:21]([O:26]C(=O)C(C)(C)C)[CH:20]=[CH:19][C:18]=2[CH2:17]1)=O.[CH:40]12[N:46]([C:47](=O)[CH2:48]Br)[CH:43]([CH2:44][CH2:45]1)[CH2:42][CH2:41]2, predict the reaction product. The product is: [CH:43]12[N:46]([CH2:47][CH2:48][O:39][C:38]3[CH:37]=[CH:36][C:4]([CH2:5][N:7]([CH:33]([CH3:35])[CH3:34])[C:8]4[CH:13]=[C:12]([O:14][CH3:15])[CH:11]=[CH:10][C:9]=4[C@@H:16]4[CH2:25][CH2:24][C:23]5[CH:22]=[C:21]([OH:26])[CH:20]=[CH:19][C:18]=5[CH2:17]4)=[CH:3][C:2]=3[F:1])[CH:40]([CH2:45][CH2:44]1)[CH2:41][CH2:42]2. (8) Given the reactants Br.Br[CH2:3][C:4]1[C:9]([F:10])=[CH:8][N:7]=[CH:6][C:5]=1[CH2:11][CH3:12].[CH3:13][C:14]1[N:19]=[C:18]([SH:20])[N:17]=[C:16]([OH:21])[CH:15]=1.C(N(CC)CC)C, predict the reaction product. The product is: [CH2:11]([C:5]1[CH:6]=[N:7][CH:8]=[C:9]([F:10])[C:4]=1[CH2:3][S:20][C:18]1[N:17]=[C:16]([OH:21])[CH:15]=[C:14]([CH3:13])[N:19]=1)[CH3:12]. (9) The product is: [Cl:11][C:9]1[CH:10]=[C:2]2[C:3]([C:4]([OH:5])=[N:17][CH:16]=[N:1]2)=[CH:7][CH:8]=1. Given the reactants [NH2:1][C:2]1[CH:10]=[C:9]([Cl:11])[CH:8]=[CH:7][C:3]=1[C:4](O)=[O:5].C(O)(=O)C.[CH:16](N)=[NH:17].C(OC(O)C)C, predict the reaction product. (10) Given the reactants Br[C:2]1[CH:7]=[CH:6][C:5]([CH2:8][N:9]2[CH2:12][CH:11]([OH:13])[CH2:10]2)=[C:4]([F:14])[CH:3]=1.[B:15]1([B:15]2[O:19][C:18]([CH3:21])([CH3:20])[C:17]([CH3:23])([CH3:22])[O:16]2)[O:19][C:18]([CH3:21])([CH3:20])[C:17]([CH3:23])([CH3:22])[O:16]1.C([O-])(=O)C.[K+], predict the reaction product. The product is: [F:14][C:4]1[CH:3]=[C:2]([B:15]2[O:19][C:18]([CH3:21])([CH3:20])[C:17]([CH3:23])([CH3:22])[O:16]2)[CH:7]=[CH:6][C:5]=1[CH2:8][N:9]1[CH2:12][CH:11]([OH:13])[CH2:10]1.